This data is from TCR-epitope binding with 47,182 pairs between 192 epitopes and 23,139 TCRs. The task is: Binary Classification. Given a T-cell receptor sequence (or CDR3 region) and an epitope sequence, predict whether binding occurs between them. The epitope is KMQRMLLEK. The TCR CDR3 sequence is CASSFAGGLGPQHF. Result: 0 (the TCR does not bind to the epitope).